From a dataset of Reaction yield outcomes from USPTO patents with 853,638 reactions. Predict the reaction yield, written as a fraction of the theoretical maximum amount of product (1.0 means a 100% yield; for example, 0.34 means a 34% yield). (1) The reactants are [C:1]1([C:7](=[CH2:21])[C:8]([C:10]2[CH:20]=[CH:19][C:13]3[O:14][CH2:15][C:16](=[O:18])[NH:17][C:12]=3[CH:11]=2)=O)[CH:6]=[CH:5][CH:4]=[CH:3][CH:2]=1.[C:22]1([NH:28][NH2:29])[CH:27]=[CH:26][CH:25]=[CH:24][CH:23]=1. The catalyst is CO. The product is [C:22]1([N:28]2[CH2:21][CH:7]([C:1]3[CH:6]=[CH:5][CH:4]=[CH:3][CH:2]=3)[C:8]([C:10]3[CH:20]=[CH:19][C:13]4[O:14][CH2:15][C:16](=[O:18])[NH:17][C:12]=4[CH:11]=3)=[N:29]2)[CH:27]=[CH:26][CH:25]=[CH:24][CH:23]=1. The yield is 0.390. (2) The reactants are Br[C:2]1[CH:11]=[CH:10][C:5]([O:6][CH2:7][CH2:8][OH:9])=[CH:4][CH:3]=1.[F:12][C:13]1[CH:53]=[N:52][C:16]2[N:17]([C:37]3[CH:42]=[CH:41][CH:40]=[C:39](B4OC(C)(C)C(C)(C)O4)[CH:38]=3)[C:18](=[O:36])[N:19]([C@@H:22]3[CH2:27][CH2:26][C@H:25]([NH:28][C:29](=[O:35])[O:30][C:31]([CH3:34])([CH3:33])[CH3:32])[CH2:24][CH2:23]3)[C:20](=[O:21])[C:15]=2[CH:14]=1. No catalyst specified. The product is [F:12][C:13]1[CH:53]=[N:52][C:16]2[N:17]([C:37]3[CH:42]=[C:41]([C:2]4[CH:11]=[CH:10][C:5]([O:6][CH2:7][CH2:8][OH:9])=[CH:4][CH:3]=4)[CH:40]=[CH:39][CH:38]=3)[C:18](=[O:36])[N:19]([C@@H:22]3[CH2:23][CH2:24][C@H:25]([NH:28][C:29](=[O:35])[O:30][C:31]([CH3:34])([CH3:33])[CH3:32])[CH2:26][CH2:27]3)[C:20](=[O:21])[C:15]=2[CH:14]=1. The yield is 0.430. (3) The reactants are [F:1][C:2]1[CH:10]=[CH:9][C:8]([CH2:11][C:12]2[C:21]3[CH2:20][CH2:19][CH2:18][CH2:17][C:16]=3[C:15](=[O:22])[NH:14][N:13]=2)=[CH:7][C:3]=1[C:4](O)=[O:5].[NH:23]1[CH2:28][CH2:27][CH:26]([NH:29][C:30](=[O:37])[C:31]2[CH:36]=[CH:35][CH:34]=[CH:33][CH:32]=2)[CH2:25][CH2:24]1.C(N(CC)CC)C.F[P-](F)(F)(F)(F)F.N1(OC(N(C)C)=[N+](C)C)C2C=CC=CC=2N=N1. The catalyst is CN(C)C(=O)C. The product is [F:1][C:2]1[CH:10]=[CH:9][C:8]([CH2:11][C:12]2[C:21]3[CH2:20][CH2:19][CH2:18][CH2:17][C:16]=3[C:15](=[O:22])[NH:14][N:13]=2)=[CH:7][C:3]=1[C:4]([N:23]1[CH2:28][CH2:27][CH:26]([NH:29][C:30](=[O:37])[C:31]2[CH:36]=[CH:35][CH:34]=[CH:33][CH:32]=2)[CH2:25][CH2:24]1)=[O:5]. The yield is 0.196. (4) The reactants are O[C@@H:2]([C:6]1[CH:11]=CC=C[CH:7]=1)C(O)=O.[F:12][C:13]1[CH:18]=[CH:17][C:16]([C@H:19]2[CH2:24][C:23](=[O:25])[CH2:22][CH2:21][NH:20]2)=[C:15]([CH3:26])[CH:14]=1.ClCCl.[C:30]([O-])([OH:32])=[O:31].[Na+]. No catalyst specified. The product is [F:12][C:13]1[CH:18]=[CH:17][C:16]([C@H:19]2[CH2:24][C:23](=[O:25])[CH2:22][CH2:21][N:20]2[C:30]([O:32][C:6]([CH3:2])([CH3:7])[CH3:11])=[O:31])=[C:15]([CH3:26])[CH:14]=1. The yield is 0.880. (5) The reactants are [CH3:1][S:2]([C:5]1[CH:10]=[CH:9][C:8](B(O)O)=[CH:7][CH:6]=1)(=[O:4])=[O:3].Br[C:15]1[N:20]=[CH:19][C:18]([OH:21])=[CH:17][CH:16]=1.C([O-])([O-])=O.[Na+].[Na+]. The catalyst is COCCOC.C1C=CC([P]([Pd]([P](C2C=CC=CC=2)(C2C=CC=CC=2)C2C=CC=CC=2)([P](C2C=CC=CC=2)(C2C=CC=CC=2)C2C=CC=CC=2)[P](C2C=CC=CC=2)(C2C=CC=CC=2)C2C=CC=CC=2)(C2C=CC=CC=2)C2C=CC=CC=2)=CC=1. The product is [CH3:1][S:2]([C:5]1[CH:10]=[CH:9][C:8]([C:15]2[N:20]=[CH:19][C:18]([OH:21])=[CH:17][CH:16]=2)=[CH:7][CH:6]=1)(=[O:4])=[O:3]. The yield is 0.610. (6) The product is [Br:19][C:16]1[CH:17]=[CH:18][C:2]2[NH:1][CH:6]([C:8]3[CH:13]=[CH:12][CH:11]=[CH:10][C:9]=3[Cl:14])[CH2:5][O:4][C:3]=2[CH:15]=1. The catalyst is C(Cl)Cl. The reactants are [NH2:1][C:2]1[CH:18]=[CH:17][C:16]([Br:19])=[CH:15][C:3]=1[O:4][CH2:5][C:6]([C:8]1[CH:13]=[CH:12][CH:11]=[CH:10][C:9]=1[Cl:14])=O.C(O[BH-](OC(=O)C)OC(=O)C)(=O)C.[Na+].C(O)(C(F)(F)F)=O. The yield is 0.770. (7) The reactants are C([O:4][CH2:5][CH2:6][N+:7]([O-:9])=[O:8])(=O)C.[CH:10](OCC)([O:14][CH2:15][CH3:16])[O:11]CC.C(OC(=O)C)(=O)C.Cl.N(CC(OCC)=O)C.[CH2:36]([N:38]([CH2:41]C)[CH2:39]C)C.[O-]CC.[Na+]. The catalyst is C(O)C. The product is [OH:4][C:5]1[C:6]([N+:7]([O-:9])=[O:8])=[CH:39][N:38]([CH3:41])[C:36]=1[C:10]([O:14][CH2:15][CH3:16])=[O:11]. The yield is 0.350. (8) The reactants are Cl[CH2:2][CH2:3][CH2:4][N:5]1[C:14]2[C:9](=[CH:10][C:11]([CH3:16])=[C:12]([F:15])[CH:13]=2)[CH2:8][CH2:7][C:6]1=[O:17].[CH2:18]([CH:22]1[CH2:27][CH2:26][NH:25][CH2:24][CH2:23]1)[CH2:19][CH2:20][CH3:21].[Na+].[I-].C([O-])([O-])=O.[K+].[K+]. The catalyst is CC#N. The product is [CH2:18]([CH:22]1[CH2:27][CH2:26][N:25]([CH2:2][CH2:3][CH2:4][N:5]2[C:14]3[C:9](=[CH:10][C:11]([CH3:16])=[C:12]([F:15])[CH:13]=3)[CH2:8][CH2:7][C:6]2=[O:17])[CH2:24][CH2:23]1)[CH2:19][CH2:20][CH3:21]. The yield is 0.340.